From a dataset of Full USPTO retrosynthesis dataset with 1.9M reactions from patents (1976-2016). Predict the reactants needed to synthesize the given product. (1) Given the product [OH:35][C:32]1[CH:33]=[CH:34][C:29]([C:13]2[C:14]([C:19]#[N:20])=[N:15][CH:16]=[CH:17][CH:18]=2)=[CH:30][CH:31]=1, predict the reactants needed to synthesize it. The reactants are: OCC1C=CC(B(O)O)=CC=1.Cl[C:13]1[C:14]([C:19]#[N:20])=[N:15][CH:16]=[CH:17][CH:18]=1.CC1(C)C(C)(C)OB([C:29]2[CH:34]=[CH:33][C:32]([OH:35])=[CH:31][CH:30]=2)O1. (2) Given the product [Cl:1][C:2]1[C:3]([C:23]2[N:27]3[CH:28]=[CH:29][CH:30]=[CH:31][C:26]3=[N:25][CH:24]=2)=[N:4][C:5]([NH:8][C:9]2[CH:14]=[CH:13][C:12]([O:15][C@H:16]3[CH2:20][CH2:19][N:18]([C:34](=[O:35])[CH:33]([OH:32])[CH3:37])[CH2:17]3)=[CH:11][C:10]=2[O:21][CH3:22])=[N:6][CH:7]=1, predict the reactants needed to synthesize it. The reactants are: [Cl:1][C:2]1[C:3]([C:23]2[N:27]3[CH:28]=[CH:29][CH:30]=[CH:31][C:26]3=[N:25][CH:24]=2)=[N:4][C:5]([NH:8][C:9]2[CH:14]=[CH:13][C:12]([O:15][C@H:16]3[CH2:20][CH2:19][NH:18][CH2:17]3)=[CH:11][C:10]=2[O:21][CH3:22])=[N:6][CH:7]=1.[OH:32][CH:33]([CH3:37])[C:34](O)=[O:35].